This data is from Full USPTO retrosynthesis dataset with 1.9M reactions from patents (1976-2016). The task is: Predict the reactants needed to synthesize the given product. (1) The reactants are: [NH2:1][C:2]([CH3:29])([CH3:28])[CH2:3][NH:4][CH:5]([C:9]1[N:18]([CH2:19][C:20]2[CH:25]=[CH:24][CH:23]=[CH:22][CH:21]=2)[C:17](=[O:26])[C:16]2[C:11](=[CH:12][C:13]([Cl:27])=[CH:14][CH:15]=2)[N:10]=1)[CH:6]([CH3:8])[CH3:7].C(N(CC)CC)C.[F:37][C:38]1[CH:46]=[CH:45][C:41]([C:42](Cl)=O)=[CH:40][C:39]=1[CH3:47]. Given the product [CH2:19]([N:18]1[C:17](=[O:26])[C:16]2[C:11](=[CH:12][C:13]([Cl:27])=[CH:14][CH:15]=2)[N:10]=[C:9]1[CH:5]([N:4]1[CH2:3][C:2]([CH3:29])([CH3:28])[N:1]=[C:42]1[C:41]1[CH:45]=[CH:46][C:38]([F:37])=[C:39]([CH3:47])[CH:40]=1)[CH:6]([CH3:8])[CH3:7])[C:20]1[CH:21]=[CH:22][CH:23]=[CH:24][CH:25]=1, predict the reactants needed to synthesize it. (2) Given the product [F:1][C:2]1[CH:7]=[CH:6][C:5]([C:8]2[O:9][C:10]3[CH:20]=[C:19]([N:21]([CH3:26])[S:22]([CH3:25])(=[O:24])=[O:23])[C:18]([C:37]4[CH:38]=[CH:39][C:40]5[O:45][CH2:44][N:43]6[C:46]7[N:52]=[CH:51][CH:50]=[CH:49][C:47]=7[CH:48]=[C:42]6[C:41]=5[N:53]=4)=[CH:17][C:11]=3[C:12]=2[C:13]([NH:15][CH3:16])=[O:14])=[CH:4][CH:3]=1, predict the reactants needed to synthesize it. The reactants are: [F:1][C:2]1[CH:7]=[CH:6][C:5]([C:8]2[O:9][C:10]3[CH:20]=[C:19]([N:21]([CH3:26])[S:22]([CH3:25])(=[O:24])=[O:23])[C:18](B4OC(C)(C)C(C)(C)O4)=[CH:17][C:11]=3[C:12]=2[C:13]([NH:15][CH3:16])=[O:14])=[CH:4][CH:3]=1.Cl[C:37]1[CH:38]=[CH:39][C:40]2[O:45][CH2:44][N:43]3[C:46]4[N:52]=[CH:51][CH:50]=[CH:49][C:47]=4[CH:48]=[C:42]3[C:41]=2[N:53]=1.CC(C1C=C(C(C)C)C(C2C=CC=CC=2P(C2CCCCC2)C2CCCCC2)=C(C(C)C)C=1)C. (3) Given the product [NH2:1][C@H:2]([C:10]([NH:12][C@H:13]([C:18]([NH:20][C:21]1[CH:22]=[CH:23][C:24]([N+:25]([O-:27])=[O:26])=[CH:28][CH:29]=1)=[O:19])[CH2:14][CH2:15][CH2:16][CH3:17])=[O:11])[CH2:3][C:4]1[CH:5]=[CH:6][CH:7]=[CH:8][CH:9]=1, predict the reactants needed to synthesize it. The reactants are: [NH:1](C(OCC1C=CC=CC=1)=O)[C@H:2]([C:10]([NH:12][C@H:13]([C:18]([NH:20][C:21]1[CH:29]=[CH:28][C:24]([N+:25]([O-:27])=[O:26])=[CH:23][CH:22]=1)=[O:19])[CH2:14][CH2:15][CH2:16][CH3:17])=[O:11])[CH2:3][C:4]1[CH:9]=[CH:8][CH:7]=[CH:6][CH:5]=1.Br.C(O)(=O)C. (4) Given the product [OH:12][CH:9]1[CH2:8][CH2:7][C:6]2([C:4](=[O:5])[N:24]([C:23]3[CH:25]=[CH:26][C:20]([CH:17]([CH3:19])[CH3:18])=[CH:21][CH:22]=3)[CH2:14][CH2:13]2)[CH2:11][CH2:10]1, predict the reactants needed to synthesize it. The reactants are: C(O[C:4]([C:6]1([CH2:13][CH2:14]OC)[CH2:11][CH2:10][CH:9]([OH:12])[CH2:8][CH2:7]1)=[O:5])C.[CH:17]([C:20]1[CH:26]=[CH:25][C:23]([NH2:24])=[CH:22][CH:21]=1)([CH3:19])[CH3:18]. (5) Given the product [CH2:3]([O:5][C:6]([CH:7]1[CH2:37][CH:8]1[CH2:9][CH2:10][C@@H:11]1[N:16]([S:17]([C:20]2[CH:21]=[CH:22][CH:23]=[CH:24][CH:25]=2)(=[O:19])=[O:18])[CH2:15][CH2:14][N:13]([C:26]([O:28][CH2:29][C:30]2[CH:35]=[CH:34][CH:33]=[CH:32][CH:31]=2)=[O:27])[CH2:12]1)=[O:36])[CH3:4], predict the reactants needed to synthesize it. The reactants are: [H-].[Na+].[CH2:3]([O:5][C:6](=[O:36])/[CH:7]=[CH:8]/[CH2:9][CH2:10][C@@H:11]1[N:16]([S:17]([C:20]2[CH:25]=[CH:24][CH:23]=[CH:22][CH:21]=2)(=[O:19])=[O:18])[CH2:15][CH2:14][N:13]([C:26]([O:28][CH2:29][C:30]2[CH:35]=[CH:34][CH:33]=[CH:32][CH:31]=2)=[O:27])[CH2:12]1)[CH3:4].[CH3:37]S(C)=O. (6) Given the product [CH2:1]([O:8][C:9]([N:11]1[CH2:19][CH2:18][N:17]([CH2:32][CH2:31][Br:30])[CH2:16][CH2:15][N:14]([C:20]([O:22][CH2:23][C:24]2[CH:29]=[CH:28][CH:27]=[CH:26][CH:25]=2)=[O:21])[CH2:13][CH2:12]1)=[O:10])[C:2]1[CH:3]=[CH:4][CH:5]=[CH:6][CH:7]=1, predict the reactants needed to synthesize it. The reactants are: [CH2:1]([O:8][C:9]([N:11]1[CH2:19][CH2:18][NH:17][CH2:16][CH2:15][N:14]([C:20]([O:22][CH2:23][C:24]2[CH:29]=[CH:28][CH:27]=[CH:26][CH:25]=2)=[O:21])[CH2:13][CH2:12]1)=[O:10])[C:2]1[CH:7]=[CH:6][CH:5]=[CH:4][CH:3]=1.[Br:30][CH:31](Br)[CH3:32].C(=O)([O-])[O-].[K+].[K+].